Dataset: Reaction yield outcomes from USPTO patents with 853,638 reactions. Task: Predict the reaction yield, written as a fraction of the theoretical maximum amount of product (1.0 means a 100% yield; for example, 0.34 means a 34% yield). The reactants are CS(C)=O.C(Cl)(=O)C(Cl)=O.[CH2:11]([O:18][C:19]([N:21]1[C@@H:25]([CH2:26][CH2:27][OH:28])[CH2:24][O:23][C:22]1([CH3:30])[CH3:29])=[O:20])[C:12]1[CH:17]=[CH:16][CH:15]=[CH:14][CH:13]=1.CCN(CC)CC. The catalyst is C(Cl)Cl. The product is [CH2:11]([O:18][C:19]([N:21]1[C@@H:25]([CH2:26][CH:27]=[O:28])[CH2:24][O:23][C:22]1([CH3:30])[CH3:29])=[O:20])[C:12]1[CH:17]=[CH:16][CH:15]=[CH:14][CH:13]=1. The yield is 0.980.